From a dataset of NCI-60 drug combinations with 297,098 pairs across 59 cell lines. Regression. Given two drug SMILES strings and cell line genomic features, predict the synergy score measuring deviation from expected non-interaction effect. Drug 1: C(=O)(N)NO. Drug 2: CC1C(C(CC(O1)OC2CC(CC3=C2C(=C4C(=C3O)C(=O)C5=CC=CC=C5C4=O)O)(C(=O)C)O)N)O. Cell line: OVCAR-5. Synergy scores: CSS=28.5, Synergy_ZIP=-1.62, Synergy_Bliss=-3.47, Synergy_Loewe=-59.3, Synergy_HSA=-2.97.